This data is from Peptide-MHC class II binding affinity with 134,281 pairs from IEDB. The task is: Regression. Given a peptide amino acid sequence and an MHC pseudo amino acid sequence, predict their binding affinity value. This is MHC class II binding data. (1) The peptide sequence is GEIGAIALDFKPGTS. The MHC is DRB1_0802 with pseudo-sequence DRB1_0802. The binding affinity (normalized) is 0.243. (2) The peptide sequence is RDCLIAHGAANTITE. The MHC is DRB1_0405 with pseudo-sequence DRB1_0405. The binding affinity (normalized) is 0.276. (3) The peptide sequence is QGVYMGNLSQSQLAK. The MHC is DRB4_0101 with pseudo-sequence DRB4_0103. The binding affinity (normalized) is 0.576. (4) The peptide sequence is VTEGERTVRVLDTVE. The MHC is DRB3_0301 with pseudo-sequence DRB3_0301. The binding affinity (normalized) is 0. (5) The peptide sequence is LVGPTPVNIIGRNLLTQIGC. The binding affinity (normalized) is 0.666. The MHC is DRB1_1501 with pseudo-sequence DRB1_1501. (6) The peptide sequence is GKKEEKKEEKKESGD. The MHC is HLA-DQA10101-DQB10501 with pseudo-sequence HLA-DQA10101-DQB10501. The binding affinity (normalized) is 0.129. (7) The peptide sequence is INEPTAAAIAYGCDR. The MHC is HLA-DQA10501-DQB10301 with pseudo-sequence HLA-DQA10501-DQB10301. The binding affinity (normalized) is 0.657.